From a dataset of NCI-60 drug combinations with 297,098 pairs across 59 cell lines. Regression. Given two drug SMILES strings and cell line genomic features, predict the synergy score measuring deviation from expected non-interaction effect. Drug 1: CC(C1=C(C=CC(=C1Cl)F)Cl)OC2=C(N=CC(=C2)C3=CN(N=C3)C4CCNCC4)N. Drug 2: CN(C(=O)NC(C=O)C(C(C(CO)O)O)O)N=O. Cell line: HCC-2998. Synergy scores: CSS=10.2, Synergy_ZIP=2.40, Synergy_Bliss=3.85, Synergy_Loewe=-8.91, Synergy_HSA=2.03.